Dataset: Experimentally validated miRNA-target interactions with 360,000+ pairs, plus equal number of negative samples. Task: Binary Classification. Given a miRNA mature sequence and a target amino acid sequence, predict their likelihood of interaction. (1) The miRNA is hsa-miR-7151-3p with sequence CUACAGGCUGGAAUGGGCUCA. The protein sequence of the target gene is MPDENIFLFVPNLIGYARIVFAIISFYFMPCCPLTASSFYLLSGLLDAFDGHAARALNQGTRFGAMLDMLTDRCSTMCLLVNLALLYPGATLFFQISMSLDVASHWLHLHSSVVRGSESHKMIDLSGNPVLRIYYTSRPALFTLCAGNELFYCLLYLFHFSEGPLVGSVGLFRMGLWVTAPIALLKSLISVIHLITAARNMAALDAADRAKKK. Result: 1 (interaction). (2) The miRNA is hcmv-miR-UL112-3p with sequence AAGUGACGGUGAGAUCCAGGCU. The protein sequence of the target gene is MKVLLCDLLLLSLFSSVFSSCQRDCLTCQEKLHPALDSFDLEVCILECEEKVFPSPLWTPCTKVMARSSWQLSPAAPEHVAAALYQPRASEMQHLRRMPRVRSLFQEQEEPEPGMEEAGEMEQKQLQKRFGGFTGARKSARKLANQKRFSEFMRQYLVLSMQSSQRRRTLHQNGNV. Result: 0 (no interaction).